From a dataset of Full USPTO retrosynthesis dataset with 1.9M reactions from patents (1976-2016). Predict the reactants needed to synthesize the given product. (1) The reactants are: Cl.[F:2][C:3]1[C:4]([C:16]([F:19])([F:18])[F:17])=[C:5]([CH:10]2[CH2:15][CH2:14][NH:13][CH2:12][CH2:11]2)[CH:6]=[C:7]([F:9])[CH:8]=1.[C:20]([O:24][C:25]([N:27]1[CH2:32][CH2:31][C:30]2[C:33]([C:36](O)=[O:37])=[N:34][NH:35][C:29]=2[CH2:28]1)=[O:26])([CH3:23])([CH3:22])[CH3:21].C(N(C(C)C)CC)(C)C.CN(C(ON1N=NC2C=CC=CC1=2)=[N+](C)C)C.F[P-](F)(F)(F)(F)F. Given the product [F:2][C:3]1[C:4]([C:16]([F:19])([F:18])[F:17])=[C:5]([CH:10]2[CH2:11][CH2:12][N:13]([C:36]([C:33]3[C:30]4[CH2:31][CH2:32][N:27]([C:25]([O:24][C:20]([CH3:23])([CH3:22])[CH3:21])=[O:26])[CH2:28][C:29]=4[NH:35][N:34]=3)=[O:37])[CH2:14][CH2:15]2)[CH:6]=[C:7]([F:9])[CH:8]=1, predict the reactants needed to synthesize it. (2) Given the product [C:10]([O:14][C:15]([N:17]1[CH2:22][C@H:21]([CH2:23][F:7])[N:20]([CH2:25][C:26]2[CH:31]=[CH:30][CH:29]=[CH:28][CH:27]=2)[CH2:19][C@H:18]1[CH3:32])=[O:16])([CH3:13])([CH3:12])[CH3:11], predict the reactants needed to synthesize it. The reactants are: C(N(S(F)(F)[F:7])CC)C.[C:10]([O:14][C:15]([N:17]1[CH2:22][C@H:21]([CH2:23]O)[N:20]([CH2:25][C:26]2[CH:31]=[CH:30][CH:29]=[CH:28][CH:27]=2)[CH2:19][C@H:18]1[CH3:32])=[O:16])([CH3:13])([CH3:12])[CH3:11].C(=O)([O-])O.[Na+].